From a dataset of hERG Central: cardiac toxicity at 1µM, 10µM, and general inhibition. Predict hERG channel inhibition at various concentrations. The drug is Br.O=C(CN1C2=NCCN2c2ccccc21)c1ccc(Br)cc1. Results: hERG_inhib (hERG inhibition (general)): blocker.